Task: Predict the product of the given reaction.. Dataset: Forward reaction prediction with 1.9M reactions from USPTO patents (1976-2016) (1) Given the reactants Cl[C:2]1[CH:3]=[C:4]([C:9]2[N:13]3[C:14]4[N:22]=[C:21]([O:23][CH3:24])[CH:20]=[CH:19][C:15]=4[N:16]=[C:17]([CH3:18])[C:12]3=[C:11]([CH3:25])[N:10]=2)[CH:5]=[C:6](Cl)[CH:7]=1.[C:26]1([C:26]2[CH:31]=[CH:30][CH:29]=[CH:28][CH:27]=2)[CH:31]=[CH:30][C:29](B(O)O)=[CH:28][CH:27]=1.C([O-])([O-])=O.[K+].[K+], predict the reaction product. The product is: [C:7]1([C:26]2[CH:31]=[CH:30][CH:29]=[CH:28][CH:27]=2)[CH:6]=[CH:5][C:4]([C:9]2[N:13]3[C:14]4[N:22]=[C:21]([O:23][CH3:24])[CH:20]=[CH:19][C:15]=4[N:16]=[C:17]([CH3:18])[C:12]3=[C:11]([CH3:25])[N:10]=2)=[CH:3][CH:2]=1. (2) Given the reactants C(OC([NH:8][C:9]1[N:14]=[C:13]([CH2:15][CH2:16][N:17]([C:25]2[CH:30]=[CH:29][C:28]([NH:31][C:32]([C:34]3[CH2:39][CH2:38][CH2:37][CH2:36][C:35]=3[C:40]3[CH:45]=[CH:44][C:43]([C:46]([F:49])([F:48])[F:47])=[CH:42][CH:41]=3)=[O:33])=[CH:27][CH:26]=2)C(=O)OC(C)(C)C)[CH:12]=[CH:11][CH:10]=1)=O)(C)(C)C.FC(F)(F)C(O)=O, predict the reaction product. The product is: [NH2:8][C:9]1[N:14]=[C:13]([CH2:15][CH2:16][NH:17][C:25]2[CH:26]=[CH:27][C:28]([NH:31][C:32]([C:34]3[CH2:39][CH2:38][CH2:37][CH2:36][C:35]=3[C:40]3[CH:41]=[CH:42][C:43]([C:46]([F:49])([F:47])[F:48])=[CH:44][CH:45]=3)=[O:33])=[CH:29][CH:30]=2)[CH:12]=[CH:11][CH:10]=1. (3) Given the reactants [IH:1].Cl[C:3]1[N:8]=[C:7]([CH3:9])[CH:6]=[C:5]([C:10]2[CH:15]=[CH:14][C:13]([C:16]([F:19])([F:18])[F:17])=[CH:12][CH:11]=2)[N:4]=1, predict the reaction product. The product is: [I:1][C:3]1[N:8]=[C:7]([CH3:9])[CH:6]=[C:5]([C:10]2[CH:15]=[CH:14][C:13]([C:16]([F:19])([F:18])[F:17])=[CH:12][CH:11]=2)[N:4]=1. (4) Given the reactants Cl[C:2]1[C:7]([Cl:8])=[N:6][CH:5]=[CH:4][N:3]=1.[CH3:9][NH:10][CH2:11][CH2:12][O:13][C:14]1[CH:19]=[CH:18][CH:17]=[CH:16][CH:15]=1, predict the reaction product. The product is: [Cl:8][C:7]1[C:2]([N:10]([CH3:9])[CH2:11][CH2:12][O:13][C:14]2[CH:19]=[CH:18][CH:17]=[CH:16][CH:15]=2)=[N:3][CH:4]=[CH:5][N:6]=1. (5) Given the reactants [CH2:1]([O:3][C:4](=[O:25])[C:5]([NH:21][C:22](=[O:24])[CH3:23])([CH2:11][C:12]1[C:20]2[C:15](=[CH:16][N:17]=[CH:18][CH:19]=2)[NH:14][CH:13]=1)C(OCC)=O)[CH3:2].[OH-].[K+].Cl, predict the reaction product. The product is: [CH2:1]([O:3][C:4](=[O:25])[CH:5]([NH:21][C:22](=[O:24])[CH3:23])[CH2:11][C:12]1[C:20]2[C:15](=[CH:16][N:17]=[CH:18][CH:19]=2)[NH:14][CH:13]=1)[CH3:2]. (6) Given the reactants [F:1][C:2]1[CH:3]=[C:4]([S:9]([NH2:12])(=[O:11])=[O:10])[CH:5]=[CH:6][C:7]=1F.[NH2:13][NH2:14], predict the reaction product. The product is: [F:1][C:2]1[CH:3]=[C:4]([S:9]([NH2:12])(=[O:11])=[O:10])[CH:5]=[CH:6][C:7]=1[NH:13][NH2:14]. (7) Given the reactants [OH:1][N:2]1[C:6](=[O:7])[CH2:5][CH2:4][C:3]1=[O:8].[CH3:9][O:10][CH:11]=[CH:12][C:13]([O-:15])=[O:14].[Na+].Cl.C(N=C=NCCCN(C)C)C.C(=O)(O)[O-].[Na+], predict the reaction product. The product is: [OH:1][N:2]1[C:6](=[O:7])[CH2:5][CH2:4][C:3]1=[O:8].[CH3:9][O:10][CH:11]=[CH:12][C:13]([OH:15])=[O:14].